This data is from Forward reaction prediction with 1.9M reactions from USPTO patents (1976-2016). The task is: Predict the product of the given reaction. The product is: [Br:4][C:5]1[CH:6]=[CH:7][C:8]([CH2:11][C@H:12]([O:17][CH2:1][CH3:2])[C:13]([O:15][CH3:16])=[O:14])=[CH:9][CH:10]=1. Given the reactants [CH2:1](I)[CH3:2].[Br:4][C:5]1[CH:10]=[CH:9][C:8]([CH2:11][C@H:12]([OH:17])[C:13]([O:15][CH3:16])=[O:14])=[CH:7][CH:6]=1, predict the reaction product.